This data is from Full USPTO retrosynthesis dataset with 1.9M reactions from patents (1976-2016). The task is: Predict the reactants needed to synthesize the given product. The reactants are: Br[C:2]1[CH:7]=[C:6]([CH3:8])[C:5]([CH:9]2[C:13](=[O:14])/[C:12](=[CH:15]/[CH:16]3[CH2:21][CH2:20][CH2:19][CH2:18][CH2:17]3)/[CH2:11][C:10]2=[O:22])=[C:4]([CH3:23])[CH:3]=1. Given the product [CH:16]1([CH2:15][CH:12]2[CH2:11][C:10](=[O:22])[CH:9]([C:5]3[C:6]([CH3:8])=[CH:7][CH:2]=[CH:3][C:4]=3[CH3:23])[C:13]2=[O:14])[CH2:17][CH2:18][CH2:19][CH2:20][CH2:21]1, predict the reactants needed to synthesize it.